Dataset: Merck oncology drug combination screen with 23,052 pairs across 39 cell lines. Task: Regression. Given two drug SMILES strings and cell line genomic features, predict the synergy score measuring deviation from expected non-interaction effect. Drug 1: C#Cc1cccc(Nc2ncnc3cc(OCCOC)c(OCCOC)cc23)c1. Drug 2: CNC(=O)c1cc(Oc2ccc(NC(=O)Nc3ccc(Cl)c(C(F)(F)F)c3)cc2)ccn1. Cell line: A2058. Synergy scores: synergy=-1.66.